Dataset: Forward reaction prediction with 1.9M reactions from USPTO patents (1976-2016). Task: Predict the product of the given reaction. (1) Given the reactants [NH:1]1[CH:5]=[CH:4][N:3]=[CH:2]1.O1[CH2:10][CH2:9][CH2:8][CH2:7]1.BrCCC#C, predict the reaction product. The product is: [CH2:10]([N:1]1[CH:5]=[CH:4][N:3]=[CH:2]1)[CH2:9][C:8]#[CH:7]. (2) Given the reactants C([O:8][C:9]([C@@H:11]1[CH2:15][CH2:14][CH2:13][C@H:12]1[C:16](=[O:49])[N:17]([CH3:48])[CH:18]1[CH2:23][CH2:22][N:21]([C:24]2[CH:29]=[CH:28][C:27]([NH:30][C:31]([C:33]3[N:34]=[C:35]([C:42]4[CH:47]=[CH:46][CH:45]=[CH:44][CH:43]=4)[O:36][C:37]=3[C:38]([F:41])([F:40])[F:39])=[O:32])=[CH:26][CH:25]=2)[CH2:20][CH2:19]1)=[O:10])C1C=CC=CC=1.[OH-].[Li+], predict the reaction product. The product is: [CH3:48][N:17]([CH:18]1[CH2:23][CH2:22][N:21]([C:24]2[CH:29]=[CH:28][C:27]([NH:30][C:31]([C:33]3[N:34]=[C:35]([C:42]4[CH:47]=[CH:46][CH:45]=[CH:44][CH:43]=4)[O:36][C:37]=3[C:38]([F:39])([F:40])[F:41])=[O:32])=[CH:26][CH:25]=2)[CH2:20][CH2:19]1)[C:16]([C@@H:12]1[CH2:13][CH2:14][CH2:15][C@H:11]1[C:9]([OH:10])=[O:8])=[O:49].